Dataset: Forward reaction prediction with 1.9M reactions from USPTO patents (1976-2016). Task: Predict the product of the given reaction. (1) Given the reactants [CH3:1][O:2][C:3](=[O:11])[C:4]1[CH:9]=[CH:8][C:7](Br)=[CH:6][CH:5]=1.[CH:12]1(/[CH:18]=[C:19](\B2OC(C)(C)C(C)(C)O2)/[CH2:20][OH:21])[CH2:17][CH2:16][CH2:15][CH2:14][CH2:13]1.[F-].[Cs+], predict the reaction product. The product is: [CH3:1][O:2][C:3](=[O:11])[C:4]1[CH:9]=[CH:8][C:7](/[C:19](/[CH2:20][OH:21])=[CH:18]\[CH:12]2[CH2:17][CH2:16][CH2:15][CH2:14][CH2:13]2)=[CH:6][CH:5]=1. (2) Given the reactants I[C:2]1[CH:3]=[CH:4][C:5]2[N:6]([CH:8]=[C:9]([NH:11][C:12]([CH:14]3[CH2:16][CH2:15]3)=[O:13])[N:10]=2)[N:7]=1.[N:17]1[N:18]=[C:19]([SH:26])[N:20]2[CH:25]=[CH:24][CH:23]=[CH:22][C:21]=12.CCN(C(C)C)C(C)C, predict the reaction product. The product is: [N:17]1[N:18]=[C:19]([S:26][C:2]2[CH:3]=[CH:4][C:5]3[N:6]([CH:8]=[C:9]([NH:11][C:12]([CH:14]4[CH2:16][CH2:15]4)=[O:13])[N:10]=3)[N:7]=2)[N:20]2[CH:25]=[CH:24][CH:23]=[CH:22][C:21]=12. (3) Given the reactants Cl.CC1(C)[O:7][C@H:6]2[CH2:8][CH2:9][CH2:10][C@H:11]([NH:12][CH:13]3[CH2:18][CH2:17][N:16]([C:19]4[CH:24]=[CH:23][CH:22]=[C:21]([C:25]5[CH:34]=[CH:33][C:32]6[C:31]([CH3:36])([CH3:35])[CH2:30][CH2:29][C:28]([CH3:38])([CH3:37])[C:27]=6[CH:26]=5)[N:20]=4)[CH2:15][CH2:14]3)[C@H:5]2[O:4]1, predict the reaction product. The product is: [CH3:35][C:31]1([CH3:36])[CH2:30][CH2:29][C:28]([CH3:37])([CH3:38])[C:27]2[CH:26]=[C:25]([C:21]3[N:20]=[C:19]([N:16]4[CH2:15][CH2:14][CH:13]([NH:12][C@H:11]5[CH2:10][CH2:9][CH2:8][C@H:6]([OH:7])[C@@H:5]5[OH:4])[CH2:18][CH2:17]4)[CH:24]=[CH:23][CH:22]=3)[CH:34]=[CH:33][C:32]1=2. (4) Given the reactants [N:1]([CH2:4][C:5]([NH:7][C:8]1[C:17]2[C:12](=[CH:13][CH:14]=[C:15]([CH3:18])[CH:16]=2)[N:11]=[C:10]([N:19]2[CH2:25][C:24]3[CH:26]=[CH:27][CH:28]=[CH:29][C:23]=3[S:22](=[O:31])(=[O:30])[CH2:21][CH2:20]2)[CH:9]=1)=[O:6])=[N+]=[N-], predict the reaction product. The product is: [O:31]=[S:22]1(=[O:30])[C:23]2[CH:29]=[CH:28][CH:27]=[CH:26][C:24]=2[CH2:25][N:19]([C:10]2[CH:9]=[C:8]([NH:7][C:5](=[O:6])[CH2:4][NH2:1])[C:17]3[C:12](=[CH:13][CH:14]=[C:15]([CH3:18])[CH:16]=3)[N:11]=2)[CH2:20][CH2:21]1. (5) Given the reactants [Cl:1][C:2]1[N:3]=[N:4][C:5]([C:8]2[CH:13]=[CH:12][C:11]([C:14]#[N:15])=[CH:10][CH:9]=2)=[CH:6][CH:7]=1.[CH3:16][N:17]1[CH2:22][CH2:21][CH2:20][CH:19]([CH2:23][N:24]2[CH2:29][CH2:28][NH:27][CH2:26][CH2:25]2)[CH2:18]1, predict the reaction product. The product is: [ClH:1].[ClH:1].[ClH:1].[CH3:16][N:17]1[CH2:22][CH2:21][CH2:20][CH:19]([CH2:23][N:24]2[CH2:29][CH2:28][N:27]([C:2]3[N:3]=[N:4][C:5]([C:8]4[CH:13]=[CH:12][C:11]([C:14]#[N:15])=[CH:10][CH:9]=4)=[CH:6][CH:7]=3)[CH2:26][CH2:25]2)[CH2:18]1.